From a dataset of Forward reaction prediction with 1.9M reactions from USPTO patents (1976-2016). Predict the product of the given reaction. The product is: [CH3:1][CH2:2][C@@:3]1([OH:60])[CH2:21][N:19]2[CH2:20][C@@H:5]([CH2:6][C@:7]([C:56]([O:58][CH3:59])=[O:57])([C:22]3[CH:23]=[C:24]4[C@:32]56[C@@H:36]7[C@:37]([CH2:52][CH3:53])([C@@H:41]([O:48][C:49]([CH3:51])=[O:50])[C@:42]([OH:47])([C:43]([O:45][CH3:46])=[O:44])[C@@H:31]5[N:30]([CH:54]=[O:55])[C:25]4=[CH:26][C:27]=3[O:28][CH3:29])[CH:38]=[CH:39][CH2:40][N:35]7[CH2:34][CH2:33]6)[C:8]3[NH:16][C:15]4[CH:14]=[CH:13][CH:12]=[CH:11][C:10]=4[C:9]=3[CH2:17][CH2:18]2)[CH2:4]1. Given the reactants [CH3:1][CH2:2][C@@:3]1([OH:60])[CH2:21][N:19]2[CH2:20][C@@H:5]([CH2:6][C@:7]([C:56]([O:58][CH3:59])=[O:57])([C:22]3[CH:23]=[C:24]4[C@:32]56[C@@H:36]7[C@:37]([CH2:52][CH3:53])([C@@H:41]([O:48][C:49]([CH3:51])=[O:50])[C@:42]([OH:47])([C:43]([O:45][CH3:46])=[O:44])[C@@H:31]5[N:30]([CH:54]=[O:55])[C:25]4=[CH:26][C:27]=3[O:28][CH3:29])[CH:38]=[CH:39][CH2:40][N:35]7[CH2:34][CH2:33]6)[C:8]3[NH:16][C:15]4[CH:14]=[CH:13][CH:12]=[CH:11][C:10]=4[C:9]=3[CH2:17][CH2:18]2)[CH2:4]1.OS(O)(=O)=O.C(O)[C@H]([C@H]([C@@H]([C@@H](CO)O)O)O)O.C([O-])(=O)C.[Na+].C([O-])(=O)CC(CC([O-])=O)(C([O-])=O)O.P([O-])([O-])([O-])=O, predict the reaction product.